This data is from Reaction yield outcomes from USPTO patents with 853,638 reactions. The task is: Predict the reaction yield, written as a fraction of the theoretical maximum amount of product (1.0 means a 100% yield; for example, 0.34 means a 34% yield). (1) The reactants are [CH3:1][C:2]1[CH:6]=[C:5]([CH3:7])[NH:4][N:3]=1.C([O-])([O-])=O.[K+].[K+].Br[CH:15]([CH3:21])[C:16]([O:18][CH2:19][CH3:20])=[O:17].II. The catalyst is C(#N)C. The product is [CH3:1][C:2]1[CH:6]=[C:5]([CH3:7])[N:4]([CH:15]([CH3:21])[C:16]([O:18][CH2:19][CH3:20])=[O:17])[N:3]=1. The yield is 0.710. (2) The reactants are [Cl:1][CH2:2]C(CCl)=O.[CH2:7]([O:14][C:15]([NH:17][C@H:18]([C:26]([OH:28])=O)[CH2:19][C:20]1[CH:25]=[CH:24][CH:23]=[CH:22][CH:21]=1)=[O:16])[C:8]1[CH:13]=[CH:12][CH:11]=[CH:10][CH:9]=1.[BH4-].[Na+]. The catalyst is CO.O1CCCC1. The product is [CH2:7]([O:14][C:15]([NH:17][C@@H:18]([CH2:19][C:20]1[CH:21]=[CH:22][CH:23]=[CH:24][CH:25]=1)[C@H:26]([OH:28])[CH2:2][Cl:1])=[O:16])[C:8]1[CH:9]=[CH:10][CH:11]=[CH:12][CH:13]=1. The yield is 0.430. (3) The reactants are Cl[C:2]1[C:7]([C:8]([F:11])([F:10])[F:9])=[CH:6][N:5]=[C:4]([S:12][CH3:13])[N:3]=1.[I-:14].[Na+].I. The catalyst is O. The product is [I:14][C:2]1[C:7]([C:8]([F:11])([F:10])[F:9])=[CH:6][N:5]=[C:4]([S:12][CH3:13])[N:3]=1. The yield is 0.570. (4) The reactants are [C:1]([C:3]1[CH:8]=[CH:7][C:6]([C@@H:9]2[C:14]([C:15]([O:17]CC=C)=[O:16])=[C:13]([CH3:21])[N:12]([C:22]3[CH:27]=[CH:26][CH:25]=[C:24]([C:28]([F:31])([F:30])[F:29])[CH:23]=3)[C:11](=[O:32])[N:10]2[CH3:33])=[C:5]([S:34]([CH3:37])(=[O:36])=[O:35])[CH:4]=1)#[N:2].N1CCOCC1. The catalyst is C1COCC1.C1C=CC([P]([Pd]([P](C2C=CC=CC=2)(C2C=CC=CC=2)C2C=CC=CC=2)([P](C2C=CC=CC=2)(C2C=CC=CC=2)C2C=CC=CC=2)[P](C2C=CC=CC=2)(C2C=CC=CC=2)C2C=CC=CC=2)(C2C=CC=CC=2)C2C=CC=CC=2)=CC=1. The product is [C:1]([C:3]1[CH:8]=[CH:7][C:6]([C@@H:9]2[C:14]([C:15]([OH:17])=[O:16])=[C:13]([CH3:21])[N:12]([C:22]3[CH:27]=[CH:26][CH:25]=[C:24]([C:28]([F:30])([F:31])[F:29])[CH:23]=3)[C:11](=[O:32])[N:10]2[CH3:33])=[C:5]([S:34]([CH3:37])(=[O:35])=[O:36])[CH:4]=1)#[N:2]. The yield is 0.830.